From a dataset of Full USPTO retrosynthesis dataset with 1.9M reactions from patents (1976-2016). Predict the reactants needed to synthesize the given product. (1) Given the product [F:1][C:2]1[CH:30]=[CH:29][CH:28]=[CH:27][C:3]=1[CH2:4][N:5]1[C:9]2=[N:10][CH:11]=[CH:12][CH:13]=[C:8]2[C:7]([C:14]2[N:15]=[C:16]([NH:31][C@H:32]3[CH2:37][CH2:36][C@H:35]([OH:38])[CH2:34][CH2:33]3)[C:17]3[C:22]([CH3:24])([CH3:23])[C:21](=[O:25])[NH:20][C:18]=3[N:19]=2)=[N:6]1, predict the reactants needed to synthesize it. The reactants are: [F:1][C:2]1[CH:30]=[CH:29][CH:28]=[CH:27][C:3]=1[CH2:4][N:5]1[C:9]2=[N:10][CH:11]=[CH:12][CH:13]=[C:8]2[C:7]([C:14]2[N:15]=[C:16](I)[C:17]3[C:22]([CH3:24])([CH3:23])[C:21](=[O:25])[NH:20][C:18]=3[N:19]=2)=[N:6]1.[NH2:31][C@H:32]1[CH2:37][CH2:36][C@H:35]([OH:38])[CH2:34][CH2:33]1. (2) Given the product [C:23]([C:22]1[C:21]2[C:16](=[CH:17][C:18]([CH:25]3[CH2:26][CH2:27]3)=[CH:19][CH:20]=2)[N:15]([C:28]2[N:29]=[CH:30][CH:31]=[CH:32][N:33]=2)[C:14]=1[C:11]1[N:10]=[CH:9][C:8]([S:5]([NH:4][C@@H:34]([CH3:39])[C:35]([F:38])([F:37])[F:36])(=[O:7])=[O:6])=[CH:13][CH:12]=1)#[N:24], predict the reactants needed to synthesize it. The reactants are: C([N:4]([C@@H:34]([CH3:39])[C:35]([F:38])([F:37])[F:36])[S:5]([C:8]1[CH:9]=[N:10][C:11]([C:14]2[N:15]([C:28]3[N:33]=[CH:32][CH:31]=[CH:30][N:29]=3)[C:16]3[C:21]([C:22]=2[C:23]#[N:24])=[CH:20][CH:19]=[C:18]([CH:25]2[CH2:27][CH2:26]2)[CH:17]=3)=[CH:12][CH:13]=1)(=[O:7])=[O:6])C=C.[BH-](OC(C)=O)(OC(C)=O)OC(C)=O.[Na+].C(Cl)Cl. (3) Given the product [CH2:18]([O:11][C:10]([C:2]1[N:1]=[C:6]([C:7]([OH:9])=[O:8])[CH:5]=[CH:4][CH:3]=1)=[O:12])[C:19]1[CH:24]=[CH:23][CH:22]=[CH:21][CH:20]=1, predict the reactants needed to synthesize it. The reactants are: [N:1]1[C:6]([C:7]([OH:9])=[O:8])=[CH:5][CH:4]=[CH:3][C:2]=1[C:10]([OH:12])=[O:11].C([O-])(O)=O.[Na+].[CH2:18](Br)[C:19]1[CH:24]=[CH:23][CH:22]=[CH:21][CH:20]=1.O. (4) Given the product [C:5]([N:10]1[CH2:15][CH2:14][CH:13]([NH:4][CH:1]2[CH2:3][CH2:2]2)[CH:12]([CH3:17])[CH2:11]1)([O:7][CH2:8][CH3:9])=[O:6], predict the reactants needed to synthesize it. The reactants are: [CH:1]1([NH2:4])[CH2:3][CH2:2]1.[C:5]([N:10]1[CH2:15][CH2:14][C:13](=O)[CH:12]([CH3:17])[CH2:11]1)([O:7][CH2:8][CH3:9])=[O:6].C([BH3-])#N.[Na+]. (5) Given the product [C:1]1([S:7]([N:10]2[C:14]3=[N:15][CH:16]=[C:17]([F:19])[CH:18]=[C:13]3[CH:12]=[C:11]2[CH:37]([C:36]2[CH:39]=[CH:40][C:33]([S:32][CH3:31])=[CH:34][CH:35]=2)[OH:38])(=[O:9])=[O:8])[CH:6]=[CH:5][CH:4]=[CH:3][CH:2]=1, predict the reactants needed to synthesize it. The reactants are: [C:1]1([S:7]([N:10]2[C:14]3=[N:15][CH:16]=[C:17]([F:19])[CH:18]=[C:13]3[CH:12]=[CH:11]2)(=[O:9])=[O:8])[CH:6]=[CH:5][CH:4]=[CH:3][CH:2]=1.C([Li])CCC.CCCCCC.[CH3:31][S:32][C:33]1[CH:40]=[CH:39][C:36]([CH:37]=[O:38])=[CH:35][CH:34]=1.